From a dataset of Reaction yield outcomes from USPTO patents with 853,638 reactions. Predict the reaction yield, written as a fraction of the theoretical maximum amount of product (1.0 means a 100% yield; for example, 0.34 means a 34% yield). (1) The reactants are [CH3:1][C:2]([C:6]1[S:7][CH:8]=[C:9]([C:11]2[CH:16]=[CH:15][C:14]([C:17]([F:20])([F:19])[F:18])=[CH:13][CH:12]=2)[N:10]=1)([CH3:5])[CH2:3][NH2:4].[F:21][C:22]([F:38])([F:37])[C:23]1[O:27][N:26]=[C:25]([C:28]2[CH:29]=[C:30]([CH:34]=[CH:35][CH:36]=2)[C:31](O)=[O:32])[N:24]=1. No catalyst specified. The product is [CH3:5][C:2]([C:6]1[S:7][CH:8]=[C:9]([C:11]2[CH:16]=[CH:15][C:14]([C:17]([F:19])([F:20])[F:18])=[CH:13][CH:12]=2)[N:10]=1)([CH3:1])[CH2:3][NH:4][C:31](=[O:32])[C:30]1[CH:34]=[CH:35][CH:36]=[C:28]([C:25]2[N:24]=[C:23]([C:22]([F:38])([F:37])[F:21])[O:27][N:26]=2)[CH:29]=1. The yield is 0.240. (2) The product is [F:17][C:14]1[CH:15]=[CH:16][C:11]([O:1][C:2]2[CH:7]=[CH:6][CH:5]=[CH:4][C:3]=2[S:8][CH3:9])=[C:12]([N+:18]([O-:20])=[O:19])[CH:13]=1.[F:21][C:22]1[CH:23]=[CH:24][C:25]([O:29][C:30]2[CH:35]=[CH:34][CH:33]=[CH:32][C:31]=2[S:36][CH3:37])=[C:26]([NH:27][C:2]([NH:38][C:39]2[S:40][CH:41]=[CH:42][N:43]=2)=[O:1])[CH:28]=1. The reactants are [OH:1][C:2]1[CH:7]=[CH:6][CH:5]=[CH:4][C:3]=1[S:8][CH3:9].F[C:11]1[CH:16]=[CH:15][C:14]([F:17])=[CH:13][C:12]=1[N+:18]([O-:20])=[O:19].[F:21][C:22]1[CH:23]=[CH:24][C:25]([O:29][C:30]2[CH:35]=[CH:34][CH:33]=[CH:32][C:31]=2[S:36][CH3:37])=[C:26]([CH:28]=1)[NH2:27].[NH2:38][C:39]1[S:40][CH:41]=[CH:42][N:43]=1. The yield is 0.680. No catalyst specified. (3) The reactants are [Br:1][C:2]1[CH:3]=[C:4]([CH2:8][CH2:9][C:10](N(OC)C)=[O:11])[CH:5]=[CH:6][CH:7]=1.[C:16]1([Mg]Br)[CH:21]=[CH:20][CH:19]=[CH:18][CH:17]=1. The catalyst is C1COCC1. The product is [Br:1][C:2]1[CH:3]=[C:4]([CH2:8][CH2:9][C:10]([C:16]2[CH:21]=[CH:20][CH:19]=[CH:18][CH:17]=2)=[O:11])[CH:5]=[CH:6][CH:7]=1. The yield is 1.00. (4) The reactants are C(O[C:4]([NH:6][C:7]([N:22]1[CH:26]=[C:25]([C:27]([O:29][CH2:30][CH3:31])=[O:28])[CH:24]=[N:23]1)=[N:8][C:9]1[CH:14]=[CH:13][CH:12]=[C:11]([O:15][C:16]2[CH:21]=[CH:20][CH:19]=[CH:18][CH:17]=2)[CH:10]=1)=[O:5])C.CCO. The catalyst is ClC(Cl)C.Cl[Ti](Cl)(Cl)Cl. The product is [O:5]=[C:4]1[C:14]2[C:9](=[CH:10][C:11]([O:15][C:16]3[CH:17]=[CH:18][CH:19]=[CH:20][CH:21]=3)=[CH:12][CH:13]=2)[N:8]=[C:7]([N:22]2[CH:26]=[C:25]([C:27]([O:29][CH2:30][CH3:31])=[O:28])[CH:24]=[N:23]2)[NH:6]1. The yield is 0.570.